The task is: Predict the reaction yield, written as a fraction of the theoretical maximum amount of product (1.0 means a 100% yield; for example, 0.34 means a 34% yield).. This data is from Reaction yield outcomes from USPTO patents with 853,638 reactions. (1) The reactants are [CH2:1]([O:8][C:9]1[CH:25]=[CH:24][C:12]([C:13]([NH:15][CH2:16][C:17]([O:19]C(C)(C)C)=[O:18])=[O:14])=[CH:11][C:10]=1[C:26]([CH3:29])([CH3:28])[CH3:27])[C:2]1[CH:7]=[CH:6][CH:5]=[CH:4][CH:3]=1.C(O)(C(F)(F)F)=O. The catalyst is C(Cl)Cl. The product is [CH2:1]([O:8][C:9]1[CH:25]=[CH:24][C:12]([C:13]([NH:15][CH2:16][C:17]([OH:19])=[O:18])=[O:14])=[CH:11][C:10]=1[C:26]([CH3:29])([CH3:28])[CH3:27])[C:2]1[CH:3]=[CH:4][CH:5]=[CH:6][CH:7]=1. The yield is 0.860. (2) The reactants are [CH3:1][O:2][CH2:3][C:4]1[CH:5]=[C:6]([CH:8]=[CH:9][CH:10]=1)[NH2:7].[F:11][C:12]([F:25])([O:16][C:17]1[CH:18]=[C:19]([CH:22]=[CH:23][CH:24]=1)[CH:20]=O)[CH:13]([F:15])[F:14].C(O)(=O)C.[BH-](OC(C)=O)(OC(C)=O)OC(C)=O.[Na+].[F:44][C:45]([F:50])([F:49])[CH:46]1[O:48][CH2:47]1. The catalyst is ClC(Cl)C.C(#N)C.FC(F)(F)S([O-])(=O)=O.[Yb+3].FC(F)(F)S([O-])(=O)=O.FC(F)(F)S([O-])(=O)=O. The product is [CH3:1][O:2][CH2:3][C:4]1[CH:5]=[C:6]([N:7]([CH2:20][C:19]2[CH:22]=[CH:23][CH:24]=[C:17]([O:16][C:12]([F:25])([F:11])[CH:13]([F:15])[F:14])[CH:18]=2)[CH2:47][CH:46]([OH:48])[C:45]([F:50])([F:49])[F:44])[CH:8]=[CH:9][CH:10]=1. The yield is 0.970. (3) The reactants are [C:1](Cl)([C:14]1[CH:19]=[CH:18][CH:17]=[CH:16][CH:15]=1)([C:8]1[CH:13]=[CH:12][CH:11]=[CH:10][CH:9]=1)[C:2]1[CH:7]=[CH:6][CH:5]=[CH:4][CH:3]=1.[CH2:21]=[C:22]([CH2:25][OH:26])[CH2:23][OH:24].C(N(CC)CC)C.C([O-])(O)=O.[Na+]. The catalyst is C(Cl)Cl.C(OCC)(=O)C. The product is [C:2]1([C:1]([C:14]2[CH:19]=[CH:18][CH:17]=[CH:16][CH:15]=2)([C:8]2[CH:13]=[CH:12][CH:11]=[CH:10][CH:9]=2)[O:24][CH2:23][C:22](=[CH2:21])[CH2:25][OH:26])[CH:7]=[CH:6][CH:5]=[CH:4][CH:3]=1. The yield is 0.620.